This data is from Forward reaction prediction with 1.9M reactions from USPTO patents (1976-2016). The task is: Predict the product of the given reaction. (1) Given the reactants [CH3:1][CH:2]1[CH2:7][CH2:6][N:5]([C:8]2[CH:13]=[CH:12][C:11]([CH2:14][OH:15])=[CH:10][C:9]=2[N+:16]([O-])=O)[CH2:4][CH2:3]1.C(O)(=O)C.[H][H].NC1C=C(CO)C=CC=1N1CCC(C)CC1.[C:41]([C:43]1[O:47][C:46]([C:48](Cl)=[O:49])=[CH:45][CH:44]=1)#[N:42].N1CCOCC1, predict the reaction product. The product is: [OH:15][CH2:14][C:11]1[CH:12]=[CH:13][C:8]([N:5]2[CH2:6][CH2:7][CH:2]([CH3:1])[CH2:3][CH2:4]2)=[C:9]([NH:16][C:48]([C:46]2[O:47][C:43]([C:41]#[N:42])=[CH:44][CH:45]=2)=[O:49])[CH:10]=1. (2) Given the reactants [CH:1]([C:9]1[NH:13][C:12]2[CH:14]=[CH:15][CH:16]=[CH:17][C:11]=2[N:10]=1)=[CH:2][C:3]1[CH:8]=[CH:7][CH:6]=[CH:5][CH:4]=1.[Cl:18][C:19]1[CH:24]=[C:23]([Cl:25])[N:22]=[CH:21][N:20]=1.N1C=CC=CC=1N1C2C=CC=CC=2N=C1/C=C/C1C=CC=CC=1.Cl, predict the reaction product. The product is: [ClH:18].[Cl:25][C:23]1[N:22]=[CH:21][N:20]=[C:19]([N:10]2[C:11]3[CH:17]=[CH:16][CH:15]=[CH:14][C:12]=3[N:13]=[C:9]2/[CH:1]=[CH:2]/[C:3]2[CH:8]=[CH:7][CH:6]=[CH:5][CH:4]=2)[CH:24]=1. (3) Given the reactants C([O-])([O-])=O.[Na+].[Na+].[C:7]([O:11][C:12]([N:14]1[CH2:19][CH2:18][CH:17]([N:20]([CH:30]2[CH2:32][CH2:31]2)[C:21](=[O:29])[C:22]2[CH:27]=[CH:26][C:25](I)=[CH:24][CH:23]=2)[CH2:16][CH2:15]1)=[O:13])([CH3:10])([CH3:9])[CH3:8].CC1(C)C(C)(C)OB([C:41]2[CH:42]=[N:43][NH:44][CH:45]=2)O1, predict the reaction product. The product is: [C:7]([O:11][C:12]([N:14]1[CH2:19][CH2:18][CH:17]([N:20]([CH:30]2[CH2:32][CH2:31]2)[C:21](=[O:29])[C:22]2[CH:27]=[CH:26][C:25]([C:41]3[CH:42]=[N:43][NH:44][CH:45]=3)=[CH:24][CH:23]=2)[CH2:16][CH2:15]1)=[O:13])([CH3:10])([CH3:9])[CH3:8]. (4) Given the reactants Cl.CN(C)CCCN=C=NCC.ON1C2C=CC=CC=2N=N1.[CH3:23][O:24][C:25]1[CH:45]=[CH:44][C:28]([CH2:29][NH:30][C:31]2[CH:32]=[C:33]([CH3:43])[C:34]3[N:35]([C:37]([C:40](O)=[O:41])=[CH:38][N:39]=3)[N:36]=2)=[CH:27][CH:26]=1.[NH2:46][C:47]1[CH:48]=[C:49]([CH:55]=[CH:56][CH:57]=1)[C:50]([O:52][CH2:53][CH3:54])=[O:51], predict the reaction product. The product is: [CH2:53]([O:52][C:50](=[O:51])[C:49]1[CH:55]=[CH:56][CH:57]=[C:47]([NH:46][C:40]([C:37]2[N:35]3[N:36]=[C:31]([NH:30][CH2:29][C:28]4[CH:44]=[CH:45][C:25]([O:24][CH3:23])=[CH:26][CH:27]=4)[CH:32]=[C:33]([CH3:43])[C:34]3=[N:39][CH:38]=2)=[O:41])[CH:48]=1)[CH3:54]. (5) Given the reactants C(Cl)(=O)C(Cl)=O.[F:7][C:8]1[CH:13]=[CH:12][C:11]([C:14]2[CH:19]=[CH:18][C:17]([C:20]([OH:22])=O)=[CH:16][CH:15]=2)=[CH:10][CH:9]=1.[CH3:23][N:24]([CH:35]1[CH2:40][CH2:39][N:38]([CH3:41])[CH2:37][CH2:36]1)[C:25]1[O:26][C:27]2[CH:33]=[CH:32][C:31]([NH2:34])=[CH:30][C:28]=2[N:29]=1.N1C=CC=CC=1, predict the reaction product. The product is: [CH3:23][N:24]([CH:35]1[CH2:40][CH2:39][N:38]([CH3:41])[CH2:37][CH2:36]1)[C:25]1[O:26][C:27]2[CH:33]=[CH:32][C:31]([NH:34][C:20]([C:17]3[CH:16]=[CH:15][C:14]([C:11]4[CH:10]=[CH:9][C:8]([F:7])=[CH:13][CH:12]=4)=[CH:19][CH:18]=3)=[O:22])=[CH:30][C:28]=2[N:29]=1. (6) The product is: [NH2:21][C:19]1[N:20]=[C:5]([OH:6])[C:4]([CH2:10][CH2:11][CH2:12][CH3:13])=[C:1]([CH3:2])[N:18]=1. Given the reactants [C:1]([CH:4]([CH2:10][CH2:11][CH2:12][CH3:13])[C:5](OCC)=[O:6])(=O)[CH3:2].C(=O)(O)O.[NH2:18][C:19]([NH2:21])=[NH:20], predict the reaction product. (7) Given the reactants [Br:1][C:2]1[N:7]=[C:6]([NH:8][CH2:9][C:10]2[C:15]([CH3:16])=[CH:14][CH:13]=[CH:12][C:11]=2[CH2:17][CH3:18])[C:5]([NH2:19])=[C:4]([NH:20][CH3:21])[CH:3]=1.[C:22](OC)(OC)(OC)[CH3:23].O.C(=O)(O)[O-].[Na+], predict the reaction product. The product is: [Br:1][C:2]1[N:7]=[C:6]([NH:8][CH2:9][C:10]2[C:15]([CH3:16])=[CH:14][CH:13]=[CH:12][C:11]=2[CH2:17][CH3:18])[C:5]2[N:19]=[C:22]([CH3:23])[N:20]([CH3:21])[C:4]=2[CH:3]=1. (8) The product is: [ClH:52].[C:1]([N:5]1[C:9]([NH:10][C:11](=[O:16])[C:12]([F:15])([F:13])[F:14])=[CH:8][C:7]([CH:17]2[CH2:18][CH:19]([C:21]3[CH:26]=[CH:25][CH:24]=[C:23]([CH2:27][NH:36][CH:33]4[CH2:35][CH2:34]4)[CH:22]=3)[CH2:20]2)=[N:6]1)([CH3:4])([CH3:2])[CH3:3]. Given the reactants [C:1]([N:5]1[C:9]([NH:10][C:11](=[O:16])[C:12]([F:15])([F:14])[F:13])=[CH:8][C:7]([CH:17]2[CH2:20][CH:19]([C:21]3[CH:26]=[CH:25][CH:24]=[C:23]([CH:27]=O)[CH:22]=3)[CH2:18]2)=[N:6]1)([CH3:4])([CH3:3])[CH3:2].C(O)(=O)C.[CH:33]1([NH2:36])[CH2:35][CH2:34]1.C(O[BH-](OC(=O)C)OC(=O)C)(=O)C.[Na+].C(Cl)[Cl:52], predict the reaction product. (9) Given the reactants [CH3:1][C:2]1[N:3]=[C:4]([NH:7][C:8]([C:10]2[C:15]([NH:16][C:17]3[CH:18]=[N:19][CH:20]=[CH:21][CH:22]=3)=[CH:14][CH:13]=[C:12]([CH3:23])[N:11]=2)=[O:9])[S:5][CH:6]=1.BrC1C=C(C#N)[CH:28]=[N:29]C=1, predict the reaction product. The product is: [CH3:1][C:2]1[N:3]=[C:4]([NH:7][C:8]([C:10]2[C:15]([NH:16][C:17]3[CH:18]=[N:19][CH:20]=[C:21]([C:28]#[N:29])[CH:22]=3)=[CH:14][CH:13]=[C:12]([CH3:23])[N:11]=2)=[O:9])[S:5][CH:6]=1.